From a dataset of Peptide-MHC class II binding affinity with 134,281 pairs from IEDB. Regression. Given a peptide amino acid sequence and an MHC pseudo amino acid sequence, predict their binding affinity value. This is MHC class II binding data. (1) The peptide sequence is GERQIVDKIDAAFKI. The MHC is DRB5_0101 with pseudo-sequence DRB5_0101. The binding affinity (normalized) is 0.684. (2) The MHC is HLA-DPA10103-DPB10401 with pseudo-sequence HLA-DPA10103-DPB10401. The peptide sequence is TEKGMKNVFDDVVPE. The binding affinity (normalized) is 0.157. (3) The peptide sequence is FAVVDLNKMRAVWVD. The MHC is HLA-DPA10103-DPB10401 with pseudo-sequence HLA-DPA10103-DPB10401. The binding affinity (normalized) is 0.338. (4) The peptide sequence is EKKYNAATQFEPLAA. The MHC is HLA-DQA10101-DQB10501 with pseudo-sequence HLA-DQA10101-DQB10501. The binding affinity (normalized) is 0.405.